Predict the reactants needed to synthesize the given product. From a dataset of Full USPTO retrosynthesis dataset with 1.9M reactions from patents (1976-2016). (1) Given the product [NH:27]1[C:35]2[C:30](=[CH:31][C:32]([CH2:36][C:38]3[N:42]4[N:43]=[C:44]([C:47]5[CH:48]=[N:49][N:50]([CH3:52])[CH:51]=5)[CH:45]=[CH:46][C:41]4=[N:40][CH:39]=3)=[CH:33][CH:34]=2)[CH:29]=[N:28]1, predict the reactants needed to synthesize it. The reactants are: CN1C=C(C2C=CC3N(C(CC4C=C5C(=CC=4)N=CC=C5)=CN=3)N=2)C=N1.[NH:27]1[C:35]2[C:30](=[CH:31][C:32]([CH:36]([C:38]3[N:42]4[N:43]=[C:44]([C:47]5[CH:48]=[N:49][N:50]([CH3:52])[CH:51]=5)[CH:45]=[CH:46][C:41]4=[N:40][CH:39]=3)O)=[CH:33][CH:34]=2)[CH:29]=[N:28]1. (2) Given the product [O:1]=[C:2]1[CH2:7][CH2:6][CH:5]([C:8]([OH:10])=[O:9])[CH2:4][CH2:3]1, predict the reactants needed to synthesize it. The reactants are: [O:1]=[C:2]1[CH2:7][CH2:6][CH:5]([C:8]([O:10]CC)=[O:9])[CH2:4][CH2:3]1.[OH-].[K+].Cl. (3) Given the product [Cl:51][C:52]1[CH:53]=[CH:54][C:55]([CH2:58][O:59][C:60]2[CH:65]=[CH:64][N:63]([CH2:66][CH2:67][C:68]3[CH:73]=[CH:72][C:71]([CH:74]4[CH2:78][CH2:77][CH2:76][N:75]4[CH2:13][CH3:14])=[CH:70][CH:69]=3)[C:62](=[O:79])[CH:61]=2)=[N:56][CH:57]=1, predict the reactants needed to synthesize it. The reactants are: FC(F)(F)S(OCCF)(=O)=O.I[CH2:13][CH3:14].FC1C=CC(COC2C=CN(CCC3C=CC(C4CCCN4C(OC(C)(C)C)=O)=CC=3)C(=O)C=2)=CC=1.[Cl:51][C:52]1[CH:53]=[CH:54][C:55]([CH2:58][O:59][C:60]2[CH:65]=[CH:64][N:63]([CH2:66][CH2:67][C:68]3[CH:73]=[CH:72][C:71]([CH:74]4[CH2:78][CH2:77][CH2:76][NH:75]4)=[CH:70][CH:69]=3)[C:62](=[O:79])[CH:61]=2)=[N:56][CH:57]=1. (4) The reactants are: [N:1]1[C:6]2[CH2:7][S:8][CH2:9][C:5]=2[C:4]([N:10]2[CH2:15][CH2:14][N:13](C(OC(C)(C)C)=O)[CH2:12][CH2:11]2)=[N:3][CH:2]=1.[ClH:23]. Given the product [N:10]1([C:4]2[C:5]3[CH2:9][S:8][CH2:7][C:6]=3[N:1]=[CH:2][N:3]=2)[CH2:15][CH2:14][NH:13][CH2:12][CH2:11]1.[ClH:23], predict the reactants needed to synthesize it. (5) Given the product [Si:1]([O:8][C@H:9]1[CH2:14][N:13]([C:15]([O:17][C:18]([CH3:21])([CH3:20])[CH3:19])=[O:16])[C@@H:12]([CH2:22][CH2:23][C:42]2[C:51]3[C:46](=[CH:47][CH:48]=[C:49]([O:52][CH3:53])[N:50]=3)[N:45]=[CH:44][C:43]=2[F:54])[CH2:11][CH2:10]1)([C:4]([CH3:7])([CH3:6])[CH3:5])([CH3:2])[CH3:3], predict the reactants needed to synthesize it. The reactants are: [Si:1]([O:8][C@H:9]1[CH2:14][N:13]([C:15]([O:17][C:18]([CH3:21])([CH3:20])[CH3:19])=[O:16])[C@@H:12]([CH:22]=[CH2:23])[CH2:11][CH2:10]1)([C:4]([CH3:7])([CH3:6])[CH3:5])([CH3:3])[CH3:2].B1C2CCCC1CCC2.[O-]P([O-])([O-])=O.[K+].[K+].[K+].Br[C:42]1[C:43]([F:54])=[CH:44][N:45]=[C:46]2[C:51]=1[N:50]=[C:49]([O:52][CH3:53])[CH:48]=[CH:47]2.